From a dataset of TCR-epitope binding with 47,182 pairs between 192 epitopes and 23,139 TCRs. Binary Classification. Given a T-cell receptor sequence (or CDR3 region) and an epitope sequence, predict whether binding occurs between them. The epitope is VLAWLYAAV. The TCR CDR3 sequence is CASSLASPDTQYF. Result: 1 (the TCR binds to the epitope).